Dataset: Full USPTO retrosynthesis dataset with 1.9M reactions from patents (1976-2016). Task: Predict the reactants needed to synthesize the given product. Given the product [CH3:32][N:33]([CH3:34])[CH2:2][CH2:3][N:4]1[C:28](=[O:29])[N:7]2[CH:8]([C:21]3[CH:26]=[CH:25][CH:24]=[C:23]([OH:27])[CH:22]=3)[C:9]3[NH:10][C:11]4[C:16]([C:17]=3[CH2:18][C:6]2([CH3:30])[C:5]1=[O:31])=[CH:15][C:14]([O:19][CH3:20])=[CH:13][CH:12]=4, predict the reactants needed to synthesize it. The reactants are: Br[CH2:2][CH2:3][N:4]1[C:28](=[O:29])[N:7]2[CH:8]([C:21]3[CH:26]=[CH:25][CH:24]=[C:23]([OH:27])[CH:22]=3)[C:9]3[NH:10][C:11]4[C:16]([C:17]=3[CH2:18][C:6]2([CH3:30])[C:5]1=[O:31])=[CH:15][C:14]([O:19][CH3:20])=[CH:13][CH:12]=4.[CH3:32][NH:33][CH3:34].